From a dataset of Ames mutagenicity test results for genotoxicity prediction. Regression/Classification. Given a drug SMILES string, predict its toxicity properties. Task type varies by dataset: regression for continuous values (e.g., LD50, hERG inhibition percentage) or binary classification for toxic/non-toxic outcomes (e.g., AMES mutagenicity, cardiotoxicity, hepatotoxicity). Dataset: ames. (1) The molecule is NC(=O)N(CCC[C@@H](N)C(=O)O)N=O. The result is 1 (mutagenic). (2) The compound is O=c1c(-c2ccc(O)cc2)coc2cc(O)ccc12. The result is 0 (non-mutagenic). (3) The molecule is CCN(CCCC(=O)O)N=O. The result is 1 (mutagenic).